Dataset: Full USPTO retrosynthesis dataset with 1.9M reactions from patents (1976-2016). Task: Predict the reactants needed to synthesize the given product. (1) Given the product [C:1]1([C:15]2[CH:16]=[CH:17][CH:18]=[CH:19][CH:20]=2)[CH:6]=[CH:5][C:4]([O:7][C@@H:8]2[CH2:13][CH2:12][CH2:11][C@H:10]([O:14][C:24](=[O:25])[C@@:23]([O:22][CH3:21])([C:31]3[CH:32]=[CH:33][CH:34]=[CH:35][CH:36]=3)[C:27]([F:29])([F:30])[F:28])[CH2:9]2)=[CH:3][CH:2]=1, predict the reactants needed to synthesize it. The reactants are: [C:1]1([C:15]2[CH:20]=[CH:19][CH:18]=[CH:17][CH:16]=2)[CH:6]=[CH:5][C:4]([O:7][C@H:8]2[CH2:13][CH2:12][CH2:11][C@@H:10]([OH:14])[CH2:9]2)=[CH:3][CH:2]=1.[CH3:21][O:22][C@:23]([C:31]1[CH:36]=[CH:35][CH:34]=[CH:33][CH:32]=1)([C:27]([F:30])([F:29])[F:28])[C:24](O)=[O:25].CCN=C=NCCCN(C)C.Cl. (2) Given the product [I:1][C:2]1[CH:7]=[C:6]([I:8])[CH:5]=[C:4]([I:9])[C:3]=1[O:10][CH2:12][C:13]([O:15][C:16]([CH3:19])([CH3:18])[CH3:17])=[O:14], predict the reactants needed to synthesize it. The reactants are: [I:1][C:2]1[CH:7]=[C:6]([I:8])[CH:5]=[C:4]([I:9])[C:3]=1[OH:10].Br[CH2:12][C:13]([O:15][C:16]([CH3:19])([CH3:18])[CH3:17])=[O:14].C([O-])([O-])=O.[K+].[K+]. (3) Given the product [Cl:22][CH2:21][CH2:20][CH2:19][CH2:18][N:5]1[C:4](=[O:3])[NH:9][C:8](=[O:10])[CH:7]=[N:6]1, predict the reactants needed to synthesize it. The reactants are: C[Si](C)(C)[O:3][C:4]1[N:5]=[N:6][CH:7]=[C:8]([O:10][Si](C)(C)C)[N:9]=1.Br[CH2:18][CH2:19][CH2:20][CH2:21][Cl:22].CO. (4) Given the product [CH3:1][C@H:2]1[C@@H:12]2[CH2:13][CH2:14][C:15]([CH3:19])=[CH:10][C@@H:11]2[C@H:5]([C@H:6]([C:7]([OH:9])=[O:8])[CH3:20])[CH2:4][CH2:3]1, predict the reactants needed to synthesize it. The reactants are: [CH3:1][C@H:2]1[C@@H:12]2[CH2:13][CH2:14][C@:15]3([CH3:19])OO[C@:11]42[C@H:5]([C@@H:6]([CH3:20])[C:7]([O:9][C@@H:10]4O3)=[O:8])[CH2:4][CH2:3]1.C(=O)([O-])[O-].[K+].[K+]. (5) Given the product [C:1]([C@H:5]1[CH2:10][CH2:9][C@H:8]([O:11][C:12]2[CH:13]=[C:14]3[C:19](=[CH:20][CH:21]=2)[CH:18]=[C:17]([CH2:22][NH:23][C:24]24[CH2:29][CH2:28][C:27]([C:32]([OH:34])=[O:33])([CH2:30][CH2:31]2)[CH:26]([OH:37])[CH2:25]4)[CH:16]=[CH:15]3)[CH2:7][CH2:6]1)([CH3:4])([CH3:2])[CH3:3], predict the reactants needed to synthesize it. The reactants are: [C:1]([C@H:5]1[CH2:10][CH2:9][C@H:8]([O:11][C:12]2[CH:13]=[C:14]3[C:19](=[CH:20][CH:21]=2)[CH:18]=[C:17]([CH2:22][NH:23][C:24]24[CH2:31][CH2:30][C:27]([C:32]([O:34]CC)=[O:33])([CH2:28][CH2:29]2)[CH:26]([OH:37])[CH2:25]4)[CH:16]=[CH:15]3)[CH2:7][CH2:6]1)([CH3:4])([CH3:3])[CH3:2].[OH-].[Na+].Cl.